Dataset: Catalyst prediction with 721,799 reactions and 888 catalyst types from USPTO. Task: Predict which catalyst facilitates the given reaction. (1) Reactant: [Br:1][C:2]1[CH:16]=[CH:15][C:5]2[NH:6][C:7]([CH:9]3[CH2:14][CH2:13][NH:12][CH2:11][CH2:10]3)=[N:8][C:4]=2[CH:3]=1.[C:17](O[C:17]([O:19][C:20]([CH3:23])([CH3:22])[CH3:21])=[O:18])([O:19][C:20]([CH3:23])([CH3:22])[CH3:21])=[O:18]. Product: [Br:1][C:2]1[CH:16]=[CH:15][C:5]2[NH:6][C:7]([CH:9]3[CH2:10][CH2:11][N:12]([C:17]([O:19][C:20]([CH3:23])([CH3:22])[CH3:21])=[O:18])[CH2:13][CH2:14]3)=[N:8][C:4]=2[CH:3]=1. The catalyst class is: 2. (2) Reactant: [NH2:1][CH:2]1[CH2:7][CH2:6][CH2:5][CH:4]([N:8]2[C:17]3[CH:16]=[CH:15][CH:14]=[C:13]([Cl:18])[C:12]=3[C:11]3=[N:19][O:20][C:21]([CH3:22])=[C:10]3[C:9]2=[O:23])[CH2:3]1.[C:24]1([NH:30][CH2:31][C:32](O)=[O:33])[CH:29]=[CH:28][CH:27]=[CH:26][CH:25]=1.ON1C2N=CC=CC=2N=N1.Cl.C(N=C=N)C.CC1C=C(C)C=C(C)N=1. Product: [Cl:18][C:13]1[C:12]2[C:11]3[C:10](=[C:21]([CH3:22])[O:20][N:19]=3)[C:9](=[O:23])[N:8]([CH:4]3[CH2:5][CH2:6][CH2:7][CH:2]([NH:1][C:32](=[O:33])[CH2:31][NH:30][C:24]4[CH:29]=[CH:28][CH:27]=[CH:26][CH:25]=4)[CH2:3]3)[C:17]=2[CH:16]=[CH:15][CH:14]=1. The catalyst class is: 9. (3) Reactant: [Cl:1][C:2]1[N:9]=[C:8]([Cl:10])[C:7]([F:11])=[CH:6][C:3]=1[C:4]#[N:5].S(=O)(=O)(O)[OH:13]. Product: [Cl:1][C:2]1[N:9]=[C:8]([Cl:10])[C:7]([F:11])=[CH:6][C:3]=1[C:4]([NH2:5])=[O:13]. The catalyst class is: 6. (4) Reactant: [CH3:1][C:2]1[CH:10]=[CH:9][C:8]2[NH:7][C:6]3[CH2:11][CH2:12][N:13]([C:15]([O-])=O)[CH2:14][C:5]=3[C:4]=2[CH:3]=1.Br[C:19]1[CH:24]=[CH:23][CH:22]=[CH:21][N:20]=1.C(N([CH2:30][CH3:31])CC)C.[C:32](#N)C. Product: [CH3:15][N:13]1[CH2:12][CH2:11][C:6]2[N:7]([CH2:32][C:30]#[C:31][C:19]3[CH:24]=[CH:23][CH:22]=[CH:21][N:20]=3)[C:8]3[CH:9]=[CH:10][C:2]([CH3:1])=[CH:3][C:4]=3[C:5]=2[CH2:14]1. The catalyst class is: 205. (5) Reactant: S1C=CC2C=C(CS(C[C@@H](NO)C3C=CC(OC)=CC=3)(=O)=O)C=CC1=2.[S:26]1[CH:30]=[CH:29][C:28]2[CH:31]=[C:32]([CH2:35][S:36]([CH2:39][C@@H:40]([N:49]([C:58](OC(C)(C)C)=[O:59])[O:50]C(OC(C)(C)C)=O)[C:41]3[CH:46]=[CH:45][C:44]([O:47][CH3:48])=[CH:43][CH:42]=3)(=[O:38])=[O:37])[CH:33]=[CH:34][C:27]1=2.C(O)(C(F)(F)F)=O.O. Product: [S:26]1[CH:30]=[CH:29][C:28]2[CH:31]=[C:32]([CH2:35][S:36]([CH2:39][C@@H:40]([N:49]([OH:50])[CH:58]=[O:59])[C:41]3[CH:46]=[CH:45][C:44]([O:47][CH3:48])=[CH:43][CH:42]=3)(=[O:38])=[O:37])[CH:33]=[CH:34][C:27]1=2. The catalyst class is: 11.